This data is from Full USPTO retrosynthesis dataset with 1.9M reactions from patents (1976-2016). The task is: Predict the reactants needed to synthesize the given product. (1) Given the product [CH2:1]([O:3][C:4](=[O:24])[CH2:5][CH:6]([C:13]1[C:21]([O:22][CH3:23])=[CH:20][CH:19]=[C:18]2[C:14]=1[CH:15]=[CH:16][NH:17]2)[C:7]1[CH:12]=[CH:11][CH:10]=[CH:9][CH:8]=1)[CH3:2], predict the reactants needed to synthesize it. The reactants are: [CH2:1]([O:3][C:4](=[O:24])[CH:5]=[C:6]([C:13]1[C:21]([O:22][CH3:23])=[CH:20][CH:19]=[C:18]2[C:14]=1[CH:15]=[CH:16][NH:17]2)[C:7]1[CH:12]=[CH:11][CH:10]=[CH:9][CH:8]=1)[CH3:2]. (2) Given the product [P:6]([O:5][C:1]([CH3:4])([CH3:3])[CH3:2])([O:8][C:9]([CH3:11])([CH3:10])[CH3:12])([O:13][CH2:14][C:15]([NH2:23])([C:17]1[CH:22]=[CH:21][CH:20]=[CH:19][CH:18]=1)[CH3:16])=[O:7], predict the reactants needed to synthesize it. The reactants are: [C:1]([O:5][P:6]([O:13][CH2:14][C:15]([NH:23]C(=O)OCC1C=CC=CC=1)([C:17]1[CH:22]=[CH:21][CH:20]=[CH:19][CH:18]=1)[CH3:16])([O:8][C:9]([CH3:12])([CH3:11])[CH3:10])=[O:7])([CH3:4])([CH3:3])[CH3:2]. (3) Given the product [CH3:13][C:11]1[NH:10][N:9]=[C:8]([O:7][C:15]2[CH:16]=[CH:17][C:18]([N+:22]([O-:24])=[O:23])=[C:19]([CH3:21])[CH:20]=2)[CH:12]=1, predict the reactants needed to synthesize it. The reactants are: C(=O)([O-])[O-].[K+].[K+].[OH:7][C:8]1[CH:12]=[C:11]([CH3:13])[NH:10][N:9]=1.F[C:15]1[CH:16]=[CH:17][C:18]([N+:22]([O-:24])=[O:23])=[C:19]([CH3:21])[CH:20]=1.Cl. (4) The reactants are: [C:1]([C:3]1[N:4]=[CH:5][C:6]([NH:9][C:10](=[O:17])[CH2:11][CH2:12][C:13]([O:15][CH3:16])=[O:14])=[N:7][CH:8]=1)#[N:2].[N-:18]=[N+:19]=[N-:20].[Na+].[Cl-].C([NH+](CC)CC)C. Given the product [O:17]=[C:10]([NH:9][C:6]1[CH:5]=[N:4][C:3]([C:1]2[NH:20][N:19]=[N:18][N:2]=2)=[CH:8][N:7]=1)[CH2:11][CH2:12][C:13]([O:15][CH3:16])=[O:14], predict the reactants needed to synthesize it.